Dataset: Forward reaction prediction with 1.9M reactions from USPTO patents (1976-2016). Task: Predict the product of the given reaction. (1) Given the reactants Cl.[NH2:2][C@@H:3]1[C@@H:8]([OH:9])[C@H:7]([CH2:10][C:11]2[CH:16]=[C:15]([F:17])[C:14]([N+:18]([O-:20])=[O:19])=[C:13]([O:21][CH2:22][CH3:23])[CH:12]=2)[CH2:6][S:5](=[O:25])(=[O:24])[CH2:4]1.[C:26]([C:30]1[CH:31]=[CH:32][C:33]([F:38])=[C:34]([CH:37]=1)[CH:35]=O)([CH3:29])([CH3:28])[CH3:27], predict the reaction product. The product is: [C:26]([C:30]1[CH:31]=[CH:32][C:33]([F:38])=[C:34]([CH:37]=1)[CH2:35][NH:2][C@@H:3]1[C@@H:8]([OH:9])[C@H:7]([CH2:10][C:11]2[CH:16]=[C:15]([F:17])[C:14]([N+:18]([O-:20])=[O:19])=[C:13]([O:21][CH2:22][CH3:23])[CH:12]=2)[CH2:6][S:5](=[O:24])(=[O:25])[CH2:4]1)([CH3:29])([CH3:27])[CH3:28]. (2) Given the reactants C([Li])CCC.[F:6][C:7]1[CH:13]=[CH:12][CH:11]=[C:10]([F:14])[C:8]=1[NH2:9].[NH:15]1[CH:19]=[C:18]([C:20](OCC)=[O:21])[N:17]=[N:16]1.Cl, predict the reaction product. The product is: [F:6][C:7]1[CH:13]=[CH:12][CH:11]=[C:10]([F:14])[C:8]=1[NH:9][C:20]([C:18]1[N:17]=[N:16][NH:15][CH:19]=1)=[O:21]. (3) Given the reactants [O:1]=[C:2]1[CH2:10][CH2:9][CH2:8][C:7]2[N:6]([C:11]([O:13][C:14]([CH3:17])([CH3:16])[CH3:15])=[O:12])[CH:5]=[CH:4][C:3]1=2.O.C1(C)C=CC(S(O)(=O)=O)=CC=1, predict the reaction product. The product is: [O:1]=[C:2]1[CH2:10][CH2:9][CH2:8][C:7]2[N:6]([C:11]([OH:13])=[O:12])[CH:5]=[CH:4][C:3]1=2.[O:1]=[C:2]1[CH2:10][CH2:9][CH2:8][C:7]2[N:6]([C:11]([O:13][C:14]([CH3:17])([CH3:16])[CH3:15])=[O:12])[CH:5]=[CH:4][C:3]1=2. (4) Given the reactants [CH3:1][O:2][C:3](=[O:29])[C@@H:4]([NH:18][C:19](=[O:28])[C:20]1[CH:25]=[C:24]([Br:26])[CH:23]=[CH:22][C:21]=1[OH:27])[CH2:5][C:6]1[CH:11]=[CH:10][C:9]([C:12]2[CH:17]=[CH:16][CH:15]=[CH:14][CH:13]=2)=[CH:8][CH:7]=1.[CH2:30](Br)[C:31]1[CH:36]=[CH:35][CH:34]=[CH:33][CH:32]=1, predict the reaction product. The product is: [CH3:1][O:2][C:3](=[O:29])[C@@H:4]([NH:18][C:19](=[O:28])[C:20]1[CH:25]=[C:24]([Br:26])[CH:23]=[CH:22][C:21]=1[O:27][CH2:30][C:31]1[CH:36]=[CH:35][CH:34]=[CH:33][CH:32]=1)[CH2:5][C:6]1[CH:7]=[CH:8][C:9]([C:12]2[CH:17]=[CH:16][CH:15]=[CH:14][CH:13]=2)=[CH:10][CH:11]=1. (5) The product is: [F:18][C:15]1[C:16]2[C:17]3[C:12](=[CH:13][CH:14]=1)[NH:11][C:10](=[O:19])[C:9]=3[C:8]([C:20]1[NH:21][CH:22]=[CH:23][CH:24]=1)=[CH:7][C:6]=2[NH:5][CH2:4][CH2:3][NH:2][C:25](=[O:27])[CH3:26]. Given the reactants Cl.[NH2:2][CH2:3][CH2:4][NH:5][C:6]1[CH:7]=[C:8]([C:20]2[NH:21][CH:22]=[CH:23][CH:24]=2)[C:9]2[C:10](=[O:19])[NH:11][C:12]3[C:17]=2[C:16]=1[C:15]([F:18])=[CH:14][CH:13]=3.[C:25](OC(=O)C)(=[O:27])[CH3:26].C(N(CC)CC)C, predict the reaction product. (6) Given the reactants [CH:1]1([CH2:4][O:5][C:6]2[N:11]=[C:10]([C:12]([OH:14])=O)[CH:9]=[N:8][C:7]=2[N:15]2[CH2:20][CH2:19][CH2:18][CH2:17][CH2:16]2)[CH2:3][CH2:2]1.CN(C(ON1N=NC2C=CC=CC1=2)=[N+](C)C)C.[B-](F)(F)(F)F.CCN(C(C)C)C(C)C.[NH2:52][C@@H:53]([CH2:56][CH:57]([CH3:59])[CH3:58])[CH2:54][OH:55], predict the reaction product. The product is: [OH:55][CH2:54][C@@H:53]([NH:52][C:12]([C:10]1[CH:9]=[N:8][C:7]([N:15]2[CH2:20][CH2:19][CH2:18][CH2:17][CH2:16]2)=[C:6]([O:5][CH2:4][CH:1]2[CH2:2][CH2:3]2)[N:11]=1)=[O:14])[CH2:56][CH:57]([CH3:59])[CH3:58]. (7) Given the reactants [CH2:1]1[C:9]2[C:4](=[CH:5][CH:6]=[CH:7][CH:8]=2)[CH2:3][CH:2]1[C:10](=[O:18])[CH2:11][C:12]1[CH:17]=[CH:16][CH:15]=[CH:14][CH:13]=1.[C:19](OCC)(=[O:25])[C:20]([O:22][CH2:23][CH3:24])=[O:21].[O-]CC.[Na+].Cl, predict the reaction product. The product is: [CH2:1]1[C:9]2[C:4](=[CH:5][CH:6]=[CH:7][CH:8]=2)[CH2:3][CH:2]1[C:10](=[O:18])[CH:11]([C:12]1[CH:17]=[CH:16][CH:15]=[CH:14][CH:13]=1)[C:19](=[O:25])[C:20]([O:22][CH2:23][CH3:24])=[O:21].